This data is from Reaction yield outcomes from USPTO patents with 853,638 reactions. The task is: Predict the reaction yield, written as a fraction of the theoretical maximum amount of product (1.0 means a 100% yield; for example, 0.34 means a 34% yield). (1) The reactants are Cl[C:2]1[CH:3]=[C:4]([NH:11][C:12]2[C:17]([F:18])=[CH:16][CH:15]=[CH:14][C:13]=2[F:19])[C:5]2[N:6]([CH:8]=[CH:9][N:10]=2)[N:7]=1.[NH2:20][C@H:21]1[CH2:26][CH2:25][C@H:24]([NH2:27])[CH2:23][CH2:22]1. The catalyst is O. The product is [NH2:20][C@H:21]1[CH2:26][CH2:25][C@H:24]([NH:27][C:2]2[CH:3]=[C:4]([NH:11][C:12]3[C:17]([F:18])=[CH:16][CH:15]=[CH:14][C:13]=3[F:19])[C:5]3[N:6]([CH:8]=[CH:9][N:10]=3)[N:7]=2)[CH2:23][CH2:22]1. The yield is 0.460. (2) The yield is 0.470. The catalyst is C(Cl)Cl. The reactants are [C:1]([NH:4][NH2:5])(=[O:3])[CH3:2].C(N(CC)CC)C.Cl[C:14](=[O:20])[C:15]([O:17][CH2:18][CH3:19])=[O:16].C(OCC)(=O)C. The product is [C:1]([NH:4][NH:5][C:14](=[O:20])[C:15]([O:17][CH2:18][CH3:19])=[O:16])(=[O:3])[CH3:2].